From a dataset of Forward reaction prediction with 1.9M reactions from USPTO patents (1976-2016). Predict the product of the given reaction. Given the reactants [Cl:1][C:2]1[N:7]=[CH:6][C:5]([CH2:8][C:9]([O:11][CH2:12][CH3:13])=[O:10])=[CH:4][CH:3]=1.[H-].[Na+].Br[CH2:17][CH2:18][O:19][CH2:20][CH2:21]Br.O, predict the reaction product. The product is: [Cl:1][C:2]1[N:7]=[CH:6][C:5]([C:8]2([C:9]([O:11][CH2:12][CH3:13])=[O:10])[CH2:21][CH2:20][O:19][CH2:18][CH2:17]2)=[CH:4][CH:3]=1.